This data is from Full USPTO retrosynthesis dataset with 1.9M reactions from patents (1976-2016). The task is: Predict the reactants needed to synthesize the given product. (1) The reactants are: Cl.[NH:2]=[C:3]1[CH2:8][CH2:7][CH2:6][CH2:5][NH:4]1.Br[CH2:10][C:11]([C:13]1[CH:18]=[CH:17][CH:16]=[CH:15][CH:14]=1)=O.C([O-])([O-])=O.[Na+].[Na+].O. Given the product [C:13]1([C:11]2[N:2]=[C:3]3[CH2:8][CH2:7][CH2:6][CH2:5][N:4]3[CH:10]=2)[CH:18]=[CH:17][CH:16]=[CH:15][CH:14]=1, predict the reactants needed to synthesize it. (2) Given the product [Br:24][CH2:11][C:4]1[CH:5]=[C:6]([CH:10]=[C:2]([CH3:1])[CH:3]=1)[C:7]([OH:9])=[O:8], predict the reactants needed to synthesize it. The reactants are: [CH3:1][C:2]1[CH:3]=[C:4]([CH:11]=O)[CH:5]=[C:6]([CH:10]=1)[C:7]([OH:9])=[O:8].CC1C=C(C=C(C)C=1)C(O)=O.[Br:24]Br.N(C(C)(C)C#N)=NC(C)(C)C#N. (3) The reactants are: [O:1]=[CH:2][CH2:3][C@H:4]1[CH2:9][CH2:8][C@H:7]([NH:10][C:11](=[O:17])[O:12][C:13]([CH3:16])([CH3:15])[CH3:14])[CH2:6][CH2:5]1.CC#N.[C:21](O)(=O)[C:22](O)=[O:23].[O-]S([O-])(=O)=O.[Mg+2]. Given the product [O:1]1[CH2:21][CH2:22][O:23][CH:2]1[CH2:3][C@H:4]1[CH2:5][CH2:6][C@H:7]([NH:10][C:11](=[O:17])[O:12][C:13]([CH3:14])([CH3:16])[CH3:15])[CH2:8][CH2:9]1, predict the reactants needed to synthesize it.